This data is from Reaction yield outcomes from USPTO patents with 853,638 reactions. The task is: Predict the reaction yield, written as a fraction of the theoretical maximum amount of product (1.0 means a 100% yield; for example, 0.34 means a 34% yield). The reactants are FC(F)(F)S(O[C:7]1[CH:8]=[C:9]([C:14]2[CH:19]=[CH:18][C:17]([S:20]([CH2:23][CH3:24])(=[O:22])=[O:21])=[CH:16][C:15]=2[C:25]#[N:26])[C:10]([F:13])=[CH:11][CH:12]=1)(=O)=O.C([O-])(=O)C.[K+].[B:34]1([B:34]2[O:38][C:37]([CH3:40])([CH3:39])[C:36]([CH3:42])([CH3:41])[O:35]2)[O:38][C:37]([CH3:40])([CH3:39])[C:36]([CH3:42])([CH3:41])[O:35]1. The catalyst is O1CCOCC1.C1C=CC(P(C2C=CC=CC=2)[C-]2C=CC=C2)=CC=1.C1C=CC(P(C2C=CC=CC=2)[C-]2C=CC=C2)=CC=1.Cl[Pd]Cl.[Fe+2].CC(C)=O. The product is [CH2:23]([S:20]([C:17]1[CH:16]=[C:15]([C:25]#[N:26])[C:14]([C:9]2[CH:8]=[C:7]([B:34]3[O:38][C:37]([CH3:40])([CH3:39])[C:36]([CH3:42])([CH3:41])[O:35]3)[CH:12]=[CH:11][C:10]=2[F:13])=[CH:19][CH:18]=1)(=[O:22])=[O:21])[CH3:24]. The yield is 0.770.